From a dataset of Forward reaction prediction with 1.9M reactions from USPTO patents (1976-2016). Predict the product of the given reaction. The product is: [Br:12][C:13]1[CH:14]=[CH:15][C:16]([OH:22])=[C:17]([C:18]2[O:1][N:2]=[C:3]([C:5]3[C:10]([CH3:11])=[CH:9][CH:8]=[CH:7][N:6]=3)[N:4]=2)[CH:21]=1. Given the reactants [OH:1][NH:2][C:3]([C:5]1[C:10]([CH3:11])=[CH:9][CH:8]=[CH:7][N:6]=1)=[NH:4].[Br:12][C:13]1[CH:21]=[C:17]([C:18](O)=O)[C:16]([OH:22])=[CH:15][CH:14]=1, predict the reaction product.